This data is from Catalyst prediction with 721,799 reactions and 888 catalyst types from USPTO. The task is: Predict which catalyst facilitates the given reaction. (1) The catalyst class is: 3. Reactant: Cl.Cl.[NH2:3][C:4]1[N:9]=[CH:8][C:7](/[CH:10]=[CH:11]/[C:12]([NH:14][CH2:15][CH:16]2[CH2:20][C:19]3[CH:21]=[C:22]([C:26]4[CH:31]=[CH:30][C:29]([C:32]([N:34]5[CH2:39][CH2:38][NH:37][CH2:36][CH2:35]5)=[O:33])=[CH:28][CH:27]=4)[CH:23]=[C:24]([Cl:25])[C:18]=3[O:17]2)=[O:13])=[CH:6][CH:5]=1.[CH2:40]([O:42][C:43](=[O:55])[CH2:44][CH2:45][O:46][CH2:47][CH2:48][O:49][CH2:50][CH2:51][C:52](O)=[O:53])[CH3:41].CN(C(ON1N=NC2C=CC=NC1=2)=[N+](C)C)C.F[P-](F)(F)(F)(F)F. Product: [NH2:3][C:4]1[N:9]=[CH:8][C:7](/[CH:10]=[CH:11]/[C:12]([NH:14][CH2:15][CH:16]2[CH2:20][C:19]3[CH:21]=[C:22]([C:26]4[CH:31]=[CH:30][C:29]([C:32]([N:34]5[CH2:39][CH2:38][N:37]([C:52](=[O:53])[CH2:51][CH2:50][O:49][CH2:48][CH2:47][O:46][CH2:45][CH2:44][C:43]([O:42][CH2:40][CH3:41])=[O:55])[CH2:36][CH2:35]5)=[O:33])=[CH:28][CH:27]=4)[CH:23]=[C:24]([Cl:25])[C:18]=3[O:17]2)=[O:13])=[CH:6][CH:5]=1. (2) Reactant: [C:9](O[C:9]([O:11][C:12]([CH3:15])([CH3:14])[CH3:13])=[O:10])([O:11][C:12]([CH3:15])([CH3:14])[CH3:13])=[O:10].C(N(CC)CC)C.[Br:23][C:24]1[CH:39]=[C:38]2[C:27]([CH2:28][C:29]([CH3:41])([CH3:40])[CH2:30][C:31]32[CH2:36][CH2:35][S:34][C:33]([NH2:37])=[N:32]3)=[CH:26][CH:25]=1.C1COCC1. Product: [Br:23][C:24]1[CH:39]=[C:38]2[C:27]([CH2:28][C:29]([CH3:41])([CH3:40])[CH2:30][C:31]32[CH2:36][CH2:35][S:34][C:33]([NH:37][C:9](=[O:10])[O:11][C:12]([CH3:13])([CH3:14])[CH3:15])=[N:32]3)=[CH:26][CH:25]=1. The catalyst class is: 6. (3) The catalyst class is: 1. Reactant: C(OC([N:8]1[C:16]2[C:11](=[CH:12][C:13]([C:18]#[N:19])=[CH:14][C:15]=2[Br:17])[CH:10]=[C:9]1[CH:20](OCC)[O:21]CC)=O)(C)(C)C.Cl.C(=O)([O-])[O-].[Na+].[Na+]. Product: [Br:17][C:15]1[CH:14]=[C:13]([C:18]#[N:19])[CH:12]=[C:11]2[C:16]=1[NH:8][C:9]([CH:20]=[O:21])=[CH:10]2. (4) Reactant: Cl[C:2]1[C:3]([C:15]2[CH:20]=[CH:19][CH:18]=[CH:17][CH:16]=2)=[CH:4][C:5]2[CH:10]=[N:9][C:8]([S:11][CH2:12][CH3:13])=[N:7][C:6]=2[N:14]=1.[CH:21]([C:23]1[CH:28]=[CH:27][C:26](B(O)O)=[CH:25][CH:24]=1)=[O:22].C(=O)([O-])[O-].[Cs+].[Cs+]. Product: [CH2:12]([S:11][C:8]1[N:9]=[CH:10][C:5]2[CH:4]=[C:3]([C:15]3[CH:20]=[CH:19][CH:18]=[CH:17][CH:16]=3)[C:2]([C:26]3[CH:27]=[CH:28][C:23]([CH:21]=[O:22])=[CH:24][CH:25]=3)=[N:14][C:6]=2[N:7]=1)[CH3:13]. The catalyst class is: 760. (5) Reactant: [NH:1]([C:3](=[O:24])[C:4]([NH:6][C:7]1[CH:8]=[CH:9][C:10]([N:13]2[CH2:18][CH2:17][C:16]([CH3:23])([C:19]([O:21][CH3:22])=[O:20])[CH2:15][CH2:14]2)=[N:11][CH:12]=1)=[O:5])[NH2:2].[F:25][C:26]1[CH:27]=[C:28]([N:33]=[C:34]=S)[CH:29]=[CH:30][C:31]=1[F:32].CCN=C=NCCCN(C)C.Cl.O. Product: [F:25][C:26]1[CH:27]=[C:28]([NH:33][C:34]2[O:24][C:3]([C:4]([NH:6][C:7]3[CH:8]=[CH:9][C:10]([N:13]4[CH2:14][CH2:15][C:16]([CH3:23])([C:19]([O:21][CH3:22])=[O:20])[CH2:17][CH2:18]4)=[N:11][CH:12]=3)=[O:5])=[N:1][N:2]=2)[CH:29]=[CH:30][C:31]=1[F:32]. The catalyst class is: 3. (6) Reactant: [N+:1]([C:4]1[CH:9]=[C:8]([C:10]([F:13])([F:12])[F:11])[CH:7]=[CH:6][C:5]=1[N:14]1[CH:18]=[CH:17][CH:16]=[N:15]1)([O-])=O.N#N. Product: [N:14]1([C:5]2[CH:6]=[CH:7][C:8]([C:10]([F:12])([F:13])[F:11])=[CH:9][C:4]=2[NH2:1])[CH:18]=[CH:17][CH:16]=[N:15]1. The catalyst class is: 50. (7) Reactant: C(=O)([O-])[O-].[Cs+].[Cs+].[OH:7][C:8]1[CH:9]=[C:10]([CH:21]=[C:22]([O:24][C@@H:25]([CH3:28])[CH2:26][OH:27])[CH:23]=1)[C:11]([NH:13][C:14]1[CH:19]=[N:18][C:17]([CH3:20])=[CH:16][N:15]=1)=[O:12].[CH2:29]([O:31][C:32](=[O:40])[C:33]1[CH:38]=[CH:37][C:36](F)=[CH:35][CH:34]=1)[CH3:30].C(OCC)(=O)C. Product: [OH:27][CH2:26][C@H:25]([CH3:28])[O:24][C:22]1[CH:23]=[C:8]([CH:9]=[C:10]([C:11]([NH:13][C:14]2[CH:19]=[N:18][C:17]([CH3:20])=[CH:16][N:15]=2)=[O:12])[CH:21]=1)[O:7][C:36]1[CH:37]=[CH:38][C:33]([C:32]([O:31][CH2:29][CH3:30])=[O:40])=[CH:34][CH:35]=1. The catalyst class is: 44.